From a dataset of Reaction yield outcomes from USPTO patents with 853,638 reactions. Predict the reaction yield, written as a fraction of the theoretical maximum amount of product (1.0 means a 100% yield; for example, 0.34 means a 34% yield). The reactants are [C:1]([C:3]1[C:4]([CH2:29][CH:30]([CH3:32])[CH3:31])=[N:5][C:6]2[C:11]([C:12]=1[C:13]1[CH:18]=[CH:17][C:16]([CH3:19])=[CH:15][CH:14]=1)=[CH:10][C:9]([NH:20][CH2:21][C:22]([O:24][C:25](C)(C)C)=[O:23])=[CH:8][CH:7]=2)#[N:2].FC(F)(F)C(O)=O.CI.C(=O)([O-])[O-].[K+].[K+]. The catalyst is O1CCCC1. The product is [C:1]([C:3]1[C:4]([CH2:29][CH:30]([CH3:32])[CH3:31])=[N:5][C:6]2[C:11]([C:12]=1[C:13]1[CH:14]=[CH:15][C:16]([CH3:19])=[CH:17][CH:18]=1)=[CH:10][C:9]([NH:20][CH2:21][C:22]([O:24][CH3:25])=[O:23])=[CH:8][CH:7]=2)#[N:2]. The yield is 0.790.